From a dataset of Catalyst prediction with 721,799 reactions and 888 catalyst types from USPTO. Predict which catalyst facilitates the given reaction. (1) Reactant: O.[NH2:2][NH2:3].[CH3:4][O:5][CH2:6][C:7](=O)[CH2:8][C:9]#[N:10]. The catalyst class is: 8. Product: [CH3:4][O:5][CH2:6][C:7]1[CH:8]=[C:9]([NH2:10])[NH:2][N:3]=1. (2) Reactant: C[O-].[Na+].[CH2:4]([O:6][CH:7]([O:10][CH2:11][CH3:12])[C:8]#[N:9])[CH3:5].[F:13][C:14]1[CH:15]=[C:16]([CH:19]=[CH:20][CH:21]=1)[CH2:17][NH2:18]. Product: [CH2:4]([O:6][CH:7]([O:10][CH2:11][CH3:12])[C:8](=[NH:9])[NH:18][CH2:17][C:16]1[CH:19]=[CH:20][CH:21]=[C:14]([F:13])[CH:15]=1)[CH3:5]. The catalyst class is: 5. (3) Reactant: C(O[C:4](=[O:20])[CH:5]([O:11][C:12]1[CH:17]=[CH:16][CH:15]=[CH:14][C:13]=1[O:18][CH3:19])[C:6]([O:8]CC)=O)C.C1(S(O)(=O)=O)C=CC=CC=1.[C:31]([C:34]1[N:39]=[CH:38][CH:37]=[CH:36][N:35]=1)(=[NH:33])[NH2:32].[Na].Cl. Product: [CH3:19][O:18][C:13]1[CH:14]=[CH:15][CH:16]=[CH:17][C:12]=1[O:11][CH:5]1[C:4](=[O:20])[NH:33][C:31]([C:34]2[N:39]=[CH:38][CH:37]=[CH:36][N:35]=2)=[N:32][C:6]1=[O:8]. The catalyst class is: 8. (4) Reactant: [I:1][C:2]1[C:10]2[C:5](=[CH:6][CH:7]=[CH:8][CH:9]=2)[NH:4][CH:3]=1.[OH-].[Na+].[C:13]1([CH3:23])[CH:18]=[CH:17][C:16]([S:19](Cl)(=[O:21])=[O:20])=[CH:15][CH:14]=1. Product: [C:13]1([CH3:23])[CH:18]=[CH:17][C:16]([S:19]([N:4]2[C:5]3[C:10](=[CH:9][CH:8]=[CH:7][CH:6]=3)[C:2]([I:1])=[CH:3]2)(=[O:21])=[O:20])=[CH:15][CH:14]=1. The catalyst class is: 2. (5) Reactant: [O:1]=[C:2]1[CH:11]=[CH:10][C:9]2[C:4](=[CH:5][C:6]([O:12][C:13]([F:16])([F:15])[F:14])=[CH:7][CH:8]=2)[N:3]1[CH2:17][C:18]([O:20]C)=[O:19].[OH-].[Na+]. Product: [O:1]=[C:2]1[CH:11]=[CH:10][C:9]2[C:4](=[CH:5][C:6]([O:12][C:13]([F:15])([F:14])[F:16])=[CH:7][CH:8]=2)[N:3]1[CH2:17][C:18]([OH:20])=[O:19]. The catalyst class is: 56. (6) Reactant: Br[C:2]1[CH:26]=[CH:25][C:5]([CH2:6][C@@:7]2([CH3:24])[N:11]3[CH:12]=[CH:13][N:14]=[C:10]3[N:9]([C:15]3[CH:20]=[C:19]([Cl:21])[CH:18]=[C:17]([Cl:22])[CH:16]=3)[C:8]2=[O:23])=[CH:4][CH:3]=1.[C:27]([Cu])#[N:28]. Product: [C:27]([C:2]1[CH:3]=[CH:4][C:5]([CH2:6][C@@:7]2([CH3:24])[N:11]3[CH:12]=[CH:13][N:14]=[C:10]3[N:9]([C:15]3[CH:20]=[C:19]([Cl:21])[CH:18]=[C:17]([Cl:22])[CH:16]=3)[C:8]2=[O:23])=[CH:25][CH:26]=1)#[N:28]. The catalyst class is: 3. (7) Reactant: [NH:1]1[C@@H:6]2[CH2:7][CH2:8][CH2:9][C@@H:5]2[CH2:4][O:3][C:2]1=[O:10].F[C:12]1[CH:17]=[CH:16][C:15]([C:18]#[C:19][C:20]2[CH:25]=[CH:24][CH:23]=[CH:22][CH:21]=2)=[CH:14][N:13]=1.[H-].[Na+]. Product: [C:20]1([C:19]#[C:18][C:15]2[CH:16]=[CH:17][C:12]([N:1]3[C@@H:6]4[CH2:7][CH2:8][CH2:9][C@@H:5]4[CH2:4][O:3][C:2]3=[O:10])=[N:13][CH:14]=2)[CH:21]=[CH:22][CH:23]=[CH:24][CH:25]=1. The catalyst class is: 3. (8) Reactant: C(OC(=O)[NH:7][C@@H:8]([CH2:14][N:15]([C:25]([O:27][CH2:28][C:29]1[CH:34]=[CH:33][CH:32]=[CH:31][CH:30]=1)=[O:26])[CH2:16][C:17]1[CH:22]=[CH:21][C:20]([CH3:23])=[CH:19][C:18]=1[CH3:24])[C@@H:9]([OH:13])[CH2:10][CH2:11][CH3:12])(C)(C)C.C(O)(C(F)(F)F)=O. Product: [CH2:28]([O:27][C:25](=[O:26])[N:15]([CH2:14][C@H:8]([NH2:7])[C@@H:9]([OH:13])[CH2:10][CH2:11][CH3:12])[CH2:16][C:17]1[CH:22]=[CH:21][C:20]([CH3:23])=[CH:19][C:18]=1[CH3:24])[C:29]1[CH:34]=[CH:33][CH:32]=[CH:31][CH:30]=1. The catalyst class is: 2. (9) Reactant: [CH3:1][C:2]1[O:3][CH:4]=[CH:5][C:6]=1[CH3:7].[Br:8][C:9]1[CH:16]=[CH:15][C:12]([CH2:13]Br)=[CH:11][CH:10]=1. Product: [Br:8][C:9]1[CH:16]=[CH:15][C:12]([CH2:13][C:4]2[O:3][C:2]([CH3:1])=[C:6]([CH3:7])[CH:5]=2)=[CH:11][CH:10]=1. The catalyst class is: 1. (10) Reactant: [OH:1][C:2]([CH3:21])([CH3:20])[C@@H:3]([NH:5][C:6]([C:8]1[C:16]2[C:11](=[N:12][CH:13]=[C:14]([C:17]([CH3:19])=[CH2:18])[N:15]=2)[NH:10][CH:9]=1)=[O:7])[CH3:4]. Product: [OH:1][C:2]([CH3:20])([CH3:21])[C@@H:3]([NH:5][C:6]([C:8]1[C:16]2[C:11](=[N:12][CH:13]=[C:14]([CH:17]([CH3:18])[CH3:19])[N:15]=2)[NH:10][CH:9]=1)=[O:7])[CH3:4]. The catalyst class is: 45.